This data is from Forward reaction prediction with 1.9M reactions from USPTO patents (1976-2016). The task is: Predict the product of the given reaction. (1) Given the reactants [Br:1][C:2]1[C:3]([CH:8](Br)Br)=[N:4][CH:5]=[CH:6][CH:7]=1.C(O)(=O)CC(CC(O)=O)(C(O)=O)[OH:14], predict the reaction product. The product is: [Br:1][C:2]1[C:3]([CH:8]=[O:14])=[N:4][CH:5]=[CH:6][CH:7]=1. (2) Given the reactants [Cl:1][C:2]1[S:6][C:5]([C:7](Cl)=[O:8])=[CH:4][CH:3]=1.[CH2:10]([NH2:13])[CH:11]=[CH2:12], predict the reaction product. The product is: [CH2:10]([NH:13][C:7]([C:5]1[S:6][C:2]([Cl:1])=[CH:3][CH:4]=1)=[O:8])[CH:11]=[CH2:12]. (3) Given the reactants Cl[C:2]1[N:7]=[C:6]2[N:8]([CH3:11])[N:9]=[CH:10][C:5]2=[C:4]([NH:12][CH:13]2[CH2:18][CH2:17][O:16][CH2:15][CH2:14]2)[N:3]=1.[NH:19]1[C:27]2[C:22](=[CH:23][CH:24]=[CH:25][CH:26]=2)[C:21](B2OC(C)(C)C(C)(C)O2)=[N:20]1, predict the reaction product. The product is: [NH:19]1[C:27]2[C:22](=[C:23]([C:2]3[N:7]=[C:6]4[N:8]([CH3:11])[N:9]=[CH:10][C:5]4=[C:4]([NH:12][CH:13]4[CH2:18][CH2:17][O:16][CH2:15][CH2:14]4)[N:3]=3)[CH:24]=[CH:25][CH:26]=2)[CH:21]=[N:20]1. (4) The product is: [NH2:23][CH2:22][CH:18]1[CH2:19][CH2:20][CH2:21][CH:16]([NH:15][C:3]2[C:2]([Cl:1])=[CH:7][N:6]=[C:5]([NH:8][C:9]3[CH:10]=[N:11][N:12]([CH3:14])[CH:13]=3)[N:4]=2)[CH2:17]1. Given the reactants [Cl:1][C:2]1[C:3]([NH:15][CH:16]2[CH2:21][CH2:20][CH2:19][CH:18]([CH2:22][N:23]3C(=O)C4C(=CC=CC=4)C3=O)[CH2:17]2)=[N:4][C:5]([NH:8][C:9]2[CH:10]=[N:11][N:12]([CH3:14])[CH:13]=2)=[N:6][CH:7]=1.O.NN, predict the reaction product. (5) The product is: [C:1]([O:5][CH2:6][CH2:7][CH2:8][CH3:9])(=[O:4])[CH:2]=[CH2:3].[C:10]([O:14][CH2:15][CH:16]([CH2:21][CH3:22])[CH2:17][CH2:18][CH2:19][CH3:20])(=[O:13])[CH:11]=[CH2:12]. Given the reactants [C:1]([O:5][CH2:6][CH2:7][CH2:8][CH3:9])(=[O:4])[CH:2]=[CH2:3].[C:10]([O:14][CH2:15][CH:16]([CH2:21][CH3:22])[CH2:17][CH2:18][CH2:19][CH3:20])(=[O:13])[CH:11]=[CH2:12].C(S)CCCCCCCCCCC.C(OOC(=O)C1C=CC=CC=1)(=O)C1C=CC=CC=1, predict the reaction product. (6) Given the reactants Br[C:2]1[CH:7]=[CH:6][C:5]([C:8]2[N:13]([CH2:14][C:15]3[CH:20]=[CH:19][C:18]([CH3:21])=[CH:17][C:16]=3[CH3:22])[C:12](=[O:23])[C:11]([C:24]#[N:25])=[C:10]([CH3:26])[CH:9]=2)=[CH:4][CH:3]=1.[CH2:27]([O:29][C:30]([C:32]1[NH:33][C:34]2[C:39]([CH:40]=1)=[CH:38][C:37]([OH:41])=[CH:36][CH:35]=2)=[O:31])[CH3:28].[O-]P([O-])([O-])=O.[K+].[K+].[K+].C(P(C(C)(C)C)C1C=CC2C(=CC=CC=2)C=1C1C2C(=CC=CC=2)C=CC=1)(C)(C)C, predict the reaction product. The product is: [C:24]([C:11]1[C:12](=[O:23])[N:13]([CH2:14][C:15]2[CH:20]=[CH:19][C:18]([CH3:21])=[CH:17][C:16]=2[CH3:22])[C:8]([C:5]2[CH:6]=[CH:7][C:2]([O:41][C:37]3[CH:38]=[C:39]4[C:34](=[CH:35][CH:36]=3)[NH:33][C:32]([C:30]([O:29][CH2:27][CH3:28])=[O:31])=[CH:40]4)=[CH:3][CH:4]=2)=[CH:9][C:10]=1[CH3:26])#[N:25]. (7) Given the reactants [C:1]([O:5][C:6](=[O:37])[NH:7][C@@H:8]1[CH2:13][CH2:12][CH2:11][N:10]([C:14]2[CH:19]=[CH:18][C:17]([NH:20][C:21]3[C:30]4[C:25](=[CH:26][CH:27]=[C:28](Cl)[N:29]=4)[N:24]=[CH:23][C:22]=3[C:32]([CH:34]3[CH2:36][CH2:35]3)=[O:33])=[CH:16][N:15]=2)[CH2:9]1)([CH3:4])([CH3:3])[CH3:2].[Cl:38][C:39]1[CH:44]=[C:43](B2OC(C)(C)C(C)(C)O2)[CH:42]=[C:41]([Cl:54])[C:40]=1[OH:55], predict the reaction product. The product is: [C:1]([O:5][C:6](=[O:37])[NH:7][C@@H:8]1[CH2:13][CH2:12][CH2:11][N:10]([C:14]2[CH:19]=[CH:18][C:17]([NH:20][C:21]3[C:30]4[C:25](=[CH:26][CH:27]=[C:28]([C:43]5[CH:44]=[C:39]([Cl:38])[C:40]([OH:55])=[C:41]([Cl:54])[CH:42]=5)[N:29]=4)[N:24]=[CH:23][C:22]=3[C:32]([CH:34]3[CH2:36][CH2:35]3)=[O:33])=[CH:16][N:15]=2)[CH2:9]1)([CH3:4])([CH3:3])[CH3:2]. (8) Given the reactants [CH2:1]([N:5]1[C:14](=[O:15])[C:13]([C:16]#[N:17])=[C:12]2[C:7]([C:8](=O)[CH2:9][CH2:10][CH2:11]2)=[CH:6]1)[CH2:2][CH2:3][CH3:4].[Na].C(=O)([O-])O.[Na+], predict the reaction product. The product is: [CH2:1]([N:5]1[C:14](=[O:15])[C:13]([C:16]#[N:17])=[C:12]2[C:7]([CH2:8][CH2:9][CH2:10][CH2:11]2)=[CH:6]1)[CH2:2][CH2:3][CH3:4]. (9) Given the reactants P(Cl)(Cl)(Cl)=O.[CH3:6][O:7][C:8]1[CH:13]=[C:12]([O:14][CH3:15])[CH:11]=[C:10]([CH3:16])[CH:9]=1.CN([CH:20]=[O:21])C, predict the reaction product. The product is: [CH3:15][O:14][C:12]1[CH:13]=[C:8]([O:7][CH3:6])[CH:9]=[C:10]([CH3:16])[C:11]=1[CH:20]=[O:21]. (10) Given the reactants C(=O)([O-])[O-].[K+].[K+].[F:7][C:8]1[CH:13]=[C:12](I)[C:11]([CH3:15])=[CH:10][N:9]=1.[Cl:16][C:17]1[CH:22]=[CH:21][CH:20]=[CH:19][C:18]=1[C:23]1[C:24]([C:28]([O:30][CH2:31][CH3:32])=[O:29])=[CH:25][NH:26][CH:27]=1.CN[C@@H]1CCCC[C@H]1NC, predict the reaction product. The product is: [Cl:16][C:17]1[CH:22]=[CH:21][CH:20]=[CH:19][C:18]=1[C:23]1[C:24]([C:28]([O:30][CH2:31][CH3:32])=[O:29])=[CH:25][N:26]([C:12]2[C:11]([CH3:15])=[CH:10][N:9]=[C:8]([F:7])[CH:13]=2)[CH:27]=1.